Dataset: NCI-60 drug combinations with 297,098 pairs across 59 cell lines. Task: Regression. Given two drug SMILES strings and cell line genomic features, predict the synergy score measuring deviation from expected non-interaction effect. Drug 1: CNC(=O)C1=NC=CC(=C1)OC2=CC=C(C=C2)NC(=O)NC3=CC(=C(C=C3)Cl)C(F)(F)F. Drug 2: CC1CCCC2(C(O2)CC(NC(=O)CC(C(C(=O)C(C1O)C)(C)C)O)C(=CC3=CSC(=N3)C)C)C. Cell line: CAKI-1. Synergy scores: CSS=37.5, Synergy_ZIP=4.38, Synergy_Bliss=5.39, Synergy_Loewe=-24.2, Synergy_HSA=3.83.